Dataset: TCR-epitope binding with 47,182 pairs between 192 epitopes and 23,139 TCRs. Task: Binary Classification. Given a T-cell receptor sequence (or CDR3 region) and an epitope sequence, predict whether binding occurs between them. The epitope is GLIYNRMGAVTTEV. The TCR CDR3 sequence is CASRLGETQYF. Result: 0 (the TCR does not bind to the epitope).